From a dataset of Reaction yield outcomes from USPTO patents with 853,638 reactions. Predict the reaction yield, written as a fraction of the theoretical maximum amount of product (1.0 means a 100% yield; for example, 0.34 means a 34% yield). (1) The reactants are [H-].[Na+].[C:3]([O:7][C:8]([N:10]1[CH2:20][CH2:19][C:13]2([O:17][C:16](=[O:18])[NH:15][CH2:14]2)[CH2:12][CH2:11]1)=[O:9])([CH3:6])([CH3:5])[CH3:4].[CH3:21][O:22][C:23]1[CH:30]=[CH:29][C:28]([N+:31]([O-:33])=[O:32])=[CH:27][C:24]=1[CH2:25]Br.O. The catalyst is CN(C=O)C. The product is [C:3]([O:7][C:8]([N:10]1[CH2:11][CH2:12][C:13]2([O:17][C:16](=[O:18])[N:15]([CH2:25][C:24]3[CH:27]=[C:28]([N+:31]([O-:33])=[O:32])[CH:29]=[CH:30][C:23]=3[O:22][CH3:21])[CH2:14]2)[CH2:19][CH2:20]1)=[O:9])([CH3:6])([CH3:4])[CH3:5]. The yield is 0.810. (2) The reactants are [BH4-].[Na+].[F:3][C:4]1[CH:9]=[CH:8][C:7]([N:10]2[C:13](=[O:14])[C@H:12]([CH2:15][CH2:16][C@@H:17]([C:19]3[CH:24]=[CH:23][C:22]([F:25])=[CH:21][CH:20]=3)[OH:18])[C@H:11]2[C:26]2[CH:31]=[CH:30][C:29]([C:32]3[CH:37]=[CH:36][CH:35]=[C:34]([O:38][CH2:39][C@H:40]4[O:46][CH:44]([OH:45])[C@H:43]([OH:47])[C@@H:42]([OH:48])[C@@H:41]4[OH:49])[CH:33]=3)=[CH:28][CH:27]=2)=[CH:6][CH:5]=1. The catalyst is C(#N)C.O.C(#N)C. The product is [F:3][C:4]1[CH:9]=[CH:8][C:7]([N:10]2[C:13](=[O:14])[C@H:12]([CH2:15][CH2:16][C@@H:17]([C:19]3[CH:20]=[CH:21][C:22]([F:25])=[CH:23][CH:24]=3)[OH:18])[C@H:11]2[C:26]2[CH:31]=[CH:30][C:29]([C:32]3[CH:37]=[CH:36][CH:35]=[C:34]([O:38][CH2:39][C@@H:40]([OH:46])[C@@H:41]([OH:49])[C@H:42]([OH:48])[C@@H:43]([OH:47])[CH2:44][OH:45])[CH:33]=3)=[CH:28][CH:27]=2)=[CH:6][CH:5]=1. The yield is 0.800. (3) The reactants are [NH2:1][C:2]1[N:7]=[C:6]([N:8]2[CH2:13][CH2:12][N:11](C(OC(C)(C)C)=O)[CH2:10][CH2:9]2)[C:5]([NH2:21])=[C:4]([SH:22])[N:3]=1.[C:23]1([CH3:32])[CH:28]=[CH:27][C:26]([C:29](Cl)=O)=[CH:25][CH:24]=1. No catalyst specified. The product is [N:8]1([C:6]2[C:5]3[N:21]=[C:32]([C:23]4[CH:28]=[CH:27][C:26]([CH3:29])=[CH:25][CH:24]=4)[S:22][C:4]=3[N:3]=[C:2]([NH2:1])[N:7]=2)[CH2:9][CH2:10][NH:11][CH2:12][CH2:13]1. The yield is 0.800. (4) The reactants are C([O:4][C@@H:5]1[C@H:9]([O:10]C(=O)C)[C@@H:8]([CH2:14][O:15]C(=O)C)[CH2:7][C@H:6]1[N:19]1[CH:26]=[C:25]([F:27])[C:23](=O)[NH:22][C:20]1=[O:21])(=O)C.C([N:30](CC)CC)C.C(C1C=C(C(C)C)C=C(C(C)C)C=1S(Cl)(=O)=O)(C)C.[NH4+].[OH-]. The catalyst is CN(C)C1C=CN=CC=1.C(#N)C. The product is [OH:4][C@@H:5]1[C@H:9]([OH:10])[C@@H:8]([CH2:14][OH:15])[CH2:7][C@H:6]1[N:19]1[CH:26]=[C:25]([F:27])[C:23]([NH2:30])=[N:22][C:20]1=[O:21]. The yield is 0.760. (5) The reactants are [H-].[Na+].[CH3:3][N:4]1[CH2:9][CH2:8][NH:7][CH2:6][CH2:5]1.CS(O[CH2:15][C@@H:16]1[C@@H:25]([CH3:26])[C@H:24]([C:27]([C:29]2[CH:34]=[C:33]([O:35][CH3:36])[CH:32]=[C:31]([O:37][CH3:38])[CH:30]=2)=[O:28])[C@:23]2([CH3:39])[C@H:18]([C:19]([CH3:41])([CH3:40])[CH2:20][CH2:21][CH2:22]2)[CH2:17]1)(=O)=O.C([O-])(O)=O.[Na+]. The catalyst is CN(C=O)C.CCOCC. The product is [CH3:38][O:37][C:31]1[CH:30]=[C:29]([C:27]([C@@H:24]2[C@:23]3([CH3:39])[C@H:18]([C:19]([CH3:41])([CH3:40])[CH2:20][CH2:21][CH2:22]3)[CH2:17][C@H:16]([CH2:15][N:7]3[CH2:8][CH2:9][N:4]([CH3:3])[CH2:5][CH2:6]3)[C@H:25]2[CH3:26])=[O:28])[CH:34]=[C:33]([O:35][CH3:36])[CH:32]=1. The yield is 0.530. (6) The reactants are [H-].[Al+3].[Li+].[H-].[H-].[H-].[CH3:7][N:8]([C:21]1[CH:22]=[CH:23][CH:24]=[C:25]2[C:29]=1[NH:28][C:27]([C:30]1[S:31][CH:32]=[CH:33][N:34]=1)=[CH:26]2)[S:9]([C:12]1[CH:16]=[CH:15][S:14][C:13]=1[C:17](OC)=[O:18])(=[O:11])=[O:10].O.[OH-].[Na+]. The catalyst is O1CCCC1. The product is [OH:18][CH2:17][C:13]1[S:14][CH:15]=[CH:16][C:12]=1[S:9]([N:8]([CH3:7])[C:21]1[CH:22]=[CH:23][CH:24]=[C:25]2[C:29]=1[NH:28][C:27]([C:30]1[S:31][CH:32]=[CH:33][N:34]=1)=[CH:26]2)(=[O:11])=[O:10]. The yield is 0.540. (7) The reactants are [C:1]([CH:3]1[CH2:6][N:5]([C:7]([O:9][C:10]([CH3:13])([CH3:12])[CH3:11])=[O:8])[CH2:4]1)#[N:2].C[Si]([N-][Si](C)(C)C)(C)C.[Li+].I[CH2:25][CH3:26]. The catalyst is C1COCC1. The product is [C:10]([O:9][C:7]([N:5]1[CH2:6][C:3]([C:1]#[N:2])([CH2:25][CH3:26])[CH2:4]1)=[O:8])([CH3:13])([CH3:12])[CH3:11]. The yield is 0.910.